From a dataset of Full USPTO retrosynthesis dataset with 1.9M reactions from patents (1976-2016). Predict the reactants needed to synthesize the given product. (1) Given the product [CH3:1][O:2][C:3]1[CH:4]=[C:5]2[C:10](=[CH:11][C:12]=1[O:13][CH3:14])[N:9]=[CH:8][CH:7]=[C:6]2[O:15][C:16]1[CH:22]=[CH:21][C:19]([NH:20][C:27]([NH:35][N:36]2[CH2:41][CH2:40][CH2:39][CH2:38][CH2:37]2)=[O:33])=[CH:18][CH:17]=1, predict the reactants needed to synthesize it. The reactants are: [CH3:1][O:2][C:3]1[CH:4]=[C:5]2[C:10](=[CH:11][C:12]=1[O:13][CH3:14])[N:9]=[CH:8][CH:7]=[C:6]2[O:15][C:16]1[CH:22]=[CH:21][C:19]([NH2:20])=[CH:18][CH:17]=1.ClC(Cl)(O[C:27](=[O:33])OC(Cl)(Cl)Cl)Cl.[NH2:35][N:36]1[CH2:41][CH2:40][CH2:39][CH2:38][CH2:37]1.C(=O)(O)[O-].[Na+]. (2) The reactants are: [NH2:1][C@@H:2]1[CH2:6][N:5]([C:7](=[O:22])[CH2:8][NH:9][C:10](=[O:21])[C:11]2[CH:16]=[CH:15][CH:14]=[C:13]([C:17]([F:20])([F:19])[F:18])[CH:12]=2)[C@H:4]([CH3:23])[CH2:3]1.[OH:24][C:25]1([C:32]2[CH:37]=[CH:36][CH:35]=[CH:34][N:33]=2)[CH2:30][CH2:29][C:28](=O)[CH2:27][CH2:26]1.C(O[BH-](OC(=O)C)OC(=O)C)(=O)C.[Na+]. Given the product [OH:24][C:25]1([C:32]2[CH:37]=[CH:36][CH:35]=[CH:34][N:33]=2)[CH2:30][CH2:29][CH:28]([NH:1][C@@H:2]2[CH2:6][N:5]([C:7](=[O:22])[CH2:8][NH:9][C:10](=[O:21])[C:11]3[CH:16]=[CH:15][CH:14]=[C:13]([C:17]([F:19])([F:20])[F:18])[CH:12]=3)[C@H:4]([CH3:23])[CH2:3]2)[CH2:27][CH2:26]1, predict the reactants needed to synthesize it.